Task: Predict the reaction yield, written as a fraction of the theoretical maximum amount of product (1.0 means a 100% yield; for example, 0.34 means a 34% yield).. Dataset: Reaction yield outcomes from USPTO patents with 853,638 reactions (1) The reactants are [CH:1]1([NH:4][C:5]([NH:7][C:8]2[CH:29]=[CH:28][C:11]([O:12][C:13]3[C:22]4[C:17](=[CH:18][C:19]([O:26][CH3:27])=[C:20]([C:23](O)=[O:24])[CH:21]=4)[N:16]=[CH:15][CH:14]=3)=[CH:10][C:9]=2[CH3:30])=[O:6])[CH2:3][CH2:2]1.[CH3:31][O:32][CH2:33][CH2:34][NH2:35]. No catalyst specified. The product is [CH3:31][O:32][CH2:33][CH2:34][NH:35][C:23]([C:20]1[CH:21]=[C:22]2[C:17](=[CH:18][C:19]=1[O:26][CH3:27])[N:16]=[CH:15][CH:14]=[C:13]2[O:12][C:11]1[CH:28]=[CH:29][C:8]([NH:7][C:5]([NH:4][CH:1]2[CH2:3][CH2:2]2)=[O:6])=[C:9]([CH3:30])[CH:10]=1)=[O:24]. The yield is 0.497. (2) The reactants are [OH-].[Na+].[Cl:3][C:4]1[N:9]=[C:8]([N:10]2[CH2:15][CH2:14][O:13][CH2:12][CH2:11]2)[CH:7]=[C:6]([CH2:16][S:17]([CH2:20][CH3:21])(=[O:19])=[O:18])[N:5]=1.Br[CH2:23][CH2:24]Br. The catalyst is [Br-].C([N+](CCCC)(CCCC)CCCC)CCC.C(Cl)Cl. The product is [Cl:3][C:4]1[N:9]=[C:8]([N:10]2[CH2:15][CH2:14][O:13][CH2:12][CH2:11]2)[CH:7]=[C:6]([C:16]2([S:17]([CH2:20][CH3:21])(=[O:19])=[O:18])[CH2:24][CH2:23]2)[N:5]=1. The yield is 0.570. (3) The reactants are [OH:1][C:2]1[CH:7]=[C:6]([CH3:8])[C:5]([C:9](=[O:11])[CH3:10])=[C:4]([CH3:12])[CH:3]=1.[CH3:13][CH:14]1[CH2:16][O:15]1. The catalyst is [OH-].[Na+].O. The product is [OH:15][CH:14]([CH3:16])[CH2:13][O:1][C:2]1[CH:3]=[C:4]([CH3:12])[C:5]([C:9](=[O:11])[CH3:10])=[C:6]([CH3:8])[CH:7]=1. The yield is 0.660. (4) The reactants are [OH:1][C:2]([CH3:18])([CH3:17])[CH2:3][O:4][C:5]1[CH:15]=[CH:14][C:8]([C:9]([O:11]CC)=[O:10])=[CH:7][C:6]=1[CH3:16].[OH-].[Na+]. The catalyst is C(O)C.O. The product is [OH:1][C:2]([CH3:18])([CH3:17])[CH2:3][O:4][C:5]1[CH:15]=[CH:14][C:8]([C:9]([OH:11])=[O:10])=[CH:7][C:6]=1[CH3:16]. The yield is 0.750. (5) The reactants are [C:1]([O:5][C:6](=[O:20])[C@@H:7]([NH:11][CH2:12][C:13]1[CH:18]=[CH:17][CH:16]=[CH:15][C:14]=1[NH2:19])[CH:8]([CH3:10])[CH3:9])([CH3:4])([CH3:3])[CH3:2].[C:21](N1C=CN=C1)(N1C=CN=C1)=[O:22]. The catalyst is C1COCC1. The product is [C:1]([O:5][C:6](=[O:20])[C@@H:7]([N:11]1[CH2:12][C:13]2[C:14](=[CH:15][CH:16]=[CH:17][CH:18]=2)[NH:19][C:21]1=[O:22])[CH:8]([CH3:10])[CH3:9])([CH3:3])([CH3:4])[CH3:2]. The yield is 0.380.